This data is from Reaction yield outcomes from USPTO patents with 853,638 reactions. The task is: Predict the reaction yield, written as a fraction of the theoretical maximum amount of product (1.0 means a 100% yield; for example, 0.34 means a 34% yield). (1) The product is [CH2:12]([N:9]1[CH2:10][CH2:11][N:6]([CH2:5][C:4]([NH:18][NH2:19])=[O:16])[C:7](=[O:15])[C:8]1=[O:14])[CH3:13]. The yield is 0.770. The catalyst is C(O)C. The reactants are C(O[C:4](=[O:16])[CH2:5][N:6]1[CH2:11][CH2:10][N:9]([CH2:12][CH3:13])[C:8](=[O:14])[C:7]1=[O:15])C.O.[NH2:18][NH2:19]. (2) The reactants are [CH:1]([C:4]1[NH:5][C:6]2[C:11]([CH:12]=1)=[CH:10][C:9]([N+:13]([O-])=O)=[CH:8][CH:7]=2)([CH3:3])[CH3:2]. The catalyst is [Ni].CO. The product is [CH:1]([C:4]1[NH:5][C:6]2[C:11]([CH:12]=1)=[CH:10][C:9]([NH2:13])=[CH:8][CH:7]=2)([CH3:3])[CH3:2]. The yield is 0.410. (3) The reactants are [NH:1]1[C:9]2[C:4](=[CH:5][CH:6]=[CH:7][CH:8]=2)[CH2:3][C:2]1=[O:10].Cl[C:12]1[CH:19]=[CH:18][C:15]([C:16]#[N:17])=[CH:14][CH:13]=1.C(=O)([O-])[O-].[K+].[K+].CC1(C)CCCCC(C)(C)P1C1C=CC=CC=1C1C(C(C)C)=CC(C(C)C)=CC=1C(C)C. The catalyst is C1C=CC(/C=C/C(/C=C/C2C=CC=CC=2)=O)=CC=1.C1C=CC(/C=C/C(/C=C/C2C=CC=CC=2)=O)=CC=1.C1C=CC(/C=C/C(/C=C/C2C=CC=CC=2)=O)=CC=1.[Pd].[Pd].O1CCCC1. The product is [O:10]=[C:2]1[CH2:3][C:4]2[C:9](=[CH:8][CH:7]=[CH:6][CH:5]=2)[N:1]1[C:12]1[CH:19]=[CH:18][C:15]([C:16]#[N:17])=[CH:14][CH:13]=1. The yield is 0.710.